From a dataset of Forward reaction prediction with 1.9M reactions from USPTO patents (1976-2016). Predict the product of the given reaction. (1) Given the reactants [C:1]([C:3]1[CH:12]=[CH:11][C:6]([C:7](OC)=[O:8])=[CH:5][C:4]=1[O:13][CH3:14])#[N:2].[BH4-].[Li+].CCOC(C)=O, predict the reaction product. The product is: [C:1]([C:3]1[CH:12]=[CH:11][C:6]([CH2:7][OH:8])=[CH:5][C:4]=1[O:13][CH3:14])#[N:2]. (2) Given the reactants [NH2:1][CH2:2][CH2:3][CH2:4][C:5]([CH3:43])([CH3:42])[CH2:6][N:7]([S:31]([C:34]1[CH:39]=[CH:38][CH:37]=[C:36]([NH:40][CH3:41])[CH:35]=1)(=[O:33])=[O:32])[CH2:8][C@@H:9]([OH:30])[C@@H:10]([NH:18][C:19](=[O:29])[O:20][C@@H:21]1[C@H:28]2[C@H:24]([O:25][CH2:26][CH2:27]2)[O:23][CH2:22]1)[CH2:11][C:12]1[CH:17]=[CH:16][CH:15]=[CH:14][CH:13]=1.C(N(CC)C(C)C)(C)C.[CH3:53][N:54]([CH3:58])[C:55](Cl)=[O:56], predict the reaction product. The product is: [CH2:11]([C@H:10]([NH:18][C:19](=[O:29])[O:20][C@@H:21]1[C@H:28]2[C@H:24]([O:25][CH2:26][CH2:27]2)[O:23][CH2:22]1)[C@H:9]([OH:30])[CH2:8][N:7]([CH2:6][C:5]([CH3:43])([CH3:42])[CH2:4][CH2:3][CH2:2][NH:1][C:55]([N:54]([CH3:58])[CH3:53])=[O:56])[S:31]([C:34]1[CH:39]=[CH:38][CH:37]=[C:36]([NH:40][CH3:41])[CH:35]=1)(=[O:33])=[O:32])[C:12]1[CH:17]=[CH:16][CH:15]=[CH:14][CH:13]=1. (3) Given the reactants I[C:2]1[C:10]2[C:5](=[N:6][CH:7]=[C:8]([C:11]3[CH:12]=[N:13][N:14]([CH3:16])[CH:15]=3)[CH:9]=2)[N:4]([S:17]([C:20]2[CH:26]=[CH:25][C:23]([CH3:24])=[CH:22][CH:21]=2)(=[O:19])=[O:18])[CH:3]=1.[C:27]([C:31]1[CH:51]=[CH:50][C:34]([CH2:35][N:36]2[CH:40]=[C:39](B3OC(C)(C)C(C)(C)O3)[CH:38]=[N:37]2)=[CH:33][CH:32]=1)([CH3:30])([CH3:29])[CH3:28].C1(C)C=CC=CC=1.C(O)C.O.C(=O)([O-])[O-].[Na+].[Na+], predict the reaction product. The product is: [C:27]([C:31]1[CH:51]=[CH:50][C:34]([CH2:35][N:36]2[CH:40]=[C:39]([C:2]3[C:10]4[C:5](=[N:6][CH:7]=[C:8]([C:11]5[CH:12]=[N:13][N:14]([CH3:16])[CH:15]=5)[CH:9]=4)[N:4]([S:17]([C:20]4[CH:26]=[CH:25][C:23]([CH3:24])=[CH:22][CH:21]=4)(=[O:19])=[O:18])[CH:3]=3)[CH:38]=[N:37]2)=[CH:33][CH:32]=1)([CH3:30])([CH3:28])[CH3:29].